Task: Predict which catalyst facilitates the given reaction.. Dataset: Catalyst prediction with 721,799 reactions and 888 catalyst types from USPTO (1) Reactant: [Na].[C:2]([C:4]1[CH:9]=[CH:8][N:7]=[CH:6][CH:5]=1)#[N:3].[Cl-:10].[NH4+:11].C(OCC)C. Product: [ClH:10].[C:2]([C:4]1[CH:9]=[CH:8][N:7]=[CH:6][CH:5]=1)(=[NH:11])[NH2:3]. The catalyst class is: 5. (2) Reactant: [CH2:1]([C:3]1[CH:8]=[C:7]([C:9]2[O:13][N:12]=[C:11]([C:14]3[CH:19]=[C:18]([CH3:20])[C:17]([O:21][CH2:22][C@H:23]4[CH2:25][O:24]4)=[C:16]([CH2:26][CH3:27])[CH:15]=3)[N:10]=2)[CH:6]=[C:5]([CH3:28])[N:4]=1)[CH3:2].[NH3:29]. Product: [NH2:29][CH2:25][C@@H:23]([OH:24])[CH2:22][O:21][C:17]1[C:18]([CH3:20])=[CH:19][C:14]([C:11]2[N:10]=[C:9]([C:7]3[CH:6]=[C:5]([CH3:28])[N:4]=[C:3]([CH2:1][CH3:2])[CH:8]=3)[O:13][N:12]=2)=[CH:15][C:16]=1[CH2:26][CH3:27]. The catalyst class is: 5. (3) Reactant: P(Cl)(Cl)([Cl:3])=O.CN(C)C1C=CC=CC=1.[CH:15]([C:19]1[C:20](O)=[N:21][C:22]([S:26][CH3:27])=[N:23][C:24]=1[CH3:25])([CH2:17][CH3:18])[CH3:16]. Product: [CH:15]([C:19]1[C:20]([Cl:3])=[N:21][C:22]([S:26][CH3:27])=[N:23][C:24]=1[CH3:25])([CH2:17][CH3:18])[CH3:16]. The catalyst class is: 6. (4) Reactant: [C:1]([CH:3]1[CH2:6][N:5]([C:7](=[O:42])[C@H:8]([NH:10][C:11]([C:13]2[C:21]3[C:16](=[N:17][CH:18]=[C:19]([C:22]4[C:30]5[CH2:29][C:28]([CH3:32])([CH3:31])[CH2:27][CH2:26][C:25]=5[N:24]([CH3:33])[N:23]=4)[N:20]=3)[N:15](COCC[Si](C)(C)C)[CH:14]=2)=[O:12])[CH3:9])[CH2:4]1)#[N:2].FC(F)(F)C(O)=O.C(N)CN. Product: [C:1]([CH:3]1[CH2:4][N:5]([C:7](=[O:42])[C@H:8]([NH:10][C:11]([C:13]2[C:21]3[C:16](=[N:17][CH:18]=[C:19]([C:22]4[C:30]5[CH2:29][C:28]([CH3:31])([CH3:32])[CH2:27][CH2:26][C:25]=5[N:24]([CH3:33])[N:23]=4)[N:20]=3)[NH:15][CH:14]=2)=[O:12])[CH3:9])[CH2:6]1)#[N:2]. The catalyst class is: 4. (5) Reactant: [CH2:1]([O:8][C@@H:9]1[C@@H:17]([OH:18])[C@@H:16]([OH:19])[C@@H:15]([CH3:20])[O:14][C@H:10]1[S:11][CH2:12][CH3:13])[C:2]1[CH:7]=[CH:6][CH:5]=[CH:4][CH:3]=1.CCN(CC)CC.[C:28](Cl)(=[O:35])[C:29]1[CH:34]=[CH:33][CH:32]=[CH:31][CH:30]=1. Product: [C:28]([O:18][C@H:17]1[C@@H:16]([OH:19])[C@@H:15]([CH3:20])[O:14][C@@H:10]([S:11][CH2:12][CH3:13])[C@@H:9]1[O:8][CH2:1][C:2]1[CH:3]=[CH:4][CH:5]=[CH:6][CH:7]=1)(=[O:35])[C:29]1[CH:34]=[CH:33][CH:32]=[CH:31][CH:30]=1. The catalyst class is: 79. (6) Reactant: Br[C:2]1[CH:3]=[CH:4][CH:5]=[C:6]2[C:11]=1[N:10]=[C:9]([NH:12][C:13]1[CH:18]=[CH:17][C:16]([N:19]3[CH2:24][CH2:23][N:22]([CH:25]([OH:27])[CH3:26])[CH2:21][CH2:20]3)=[CH:15][CH:14]=1)[N:8]=[CH:7]2.[NH2:28][C:29]1[CH:30]=[C:31](B(O)O)[CH:32]=[CH:33][CH:34]=1.C([O-])([O-])=O.[Na+].[Na+]. Product: [NH2:28][C:29]1[CH:34]=[C:33]([C:2]2[CH:3]=[CH:4][CH:5]=[C:6]3[C:11]=2[N:10]=[C:9]([NH:12][C:13]2[CH:14]=[CH:15][C:16]([N:19]4[CH2:20][CH2:21][N:22]([CH:25]([OH:27])[CH3:26])[CH2:23][CH2:24]4)=[CH:17][CH:18]=2)[N:8]=[CH:7]3)[CH:32]=[CH:31][CH:30]=1. The catalyst class is: 117.